This data is from CYP1A2 inhibition data for predicting drug metabolism from PubChem BioAssay. The task is: Regression/Classification. Given a drug SMILES string, predict its absorption, distribution, metabolism, or excretion properties. Task type varies by dataset: regression for continuous measurements (e.g., permeability, clearance, half-life) or binary classification for categorical outcomes (e.g., BBB penetration, CYP inhibition). Dataset: cyp1a2_veith. (1) The compound is Cn1c(=O)n(-c2ccc(Cl)cc2)c(=O)c2c3c(sc21)COC(C)(C)C3. The result is 1 (inhibitor). (2) The molecule is CCOC(=O)c1cccc(C(=O)OCC)n1. The result is 1 (inhibitor). (3) The compound is Cc1nc(SCC(=O)NCCc2ccc(Cl)cc2)nc(C)c1C. The result is 1 (inhibitor). (4) The molecule is COc1ccccc1NC(=O)Nc1nnc(-c2ccco2)s1. The result is 1 (inhibitor). (5) The compound is C/C(O)=C\c1nc2ccccc2oc1=O. The result is 0 (non-inhibitor). (6) The drug is COc1cccc(-c2cncnc2NCc2ccc(OC)cc2OC)c1. The result is 1 (inhibitor). (7) The molecule is CC1CCCC(n2c(=S)[nH]c3ccccc3c2=O)C1C. The result is 1 (inhibitor). (8) The compound is CS(=O)(=O)Nc1cccc(-c2ccc3ncnc(N4CCOCC4)c3c2)c1. The result is 1 (inhibitor).